Dataset: Catalyst prediction with 721,799 reactions and 888 catalyst types from USPTO. Task: Predict which catalyst facilitates the given reaction. (1) Reactant: [C:1]1(P(C2C=CC=CC=2)C2C=CC=CC=2)C=CC=CC=1.N(C[C:24]1[CH:33]=[CH:32][CH:31]=[C:30]2[C:25]=1[CH:26]=[CH:27][CH:28]=[N:29]2)=[N+]=[N-].[OH-].[Na+].[OH-].[NH4+:37]. Product: [N:37]1[C:24]2[C:25](=[C:30]([NH:29][CH3:28])[CH:31]=[CH:32][CH:33]=2)[CH:26]=[CH:27][CH:1]=1. The catalyst class is: 56. (2) Reactant: C(=O)([O-])[O-].[K+].[K+].Cl[C:8]1[CH:13]=[CH:12][C:11](/[CH:14]=[CH:15]/[C:16]2[CH:21]=[CH:20][C:19]([N+:22]([O-:24])=[O:23])=[CH:18][CH:17]=2)=[CH:10][N:9]=1.[CH2:25]([OH:34])[CH2:26][O:27][CH2:28][CH2:29][O:30][CH2:31][CH2:32][OH:33].O. Product: [OH:34][CH2:25][CH2:26][O:27][CH2:28][CH2:29][O:30][CH2:31][CH2:32][O:33][C:8]1[CH:13]=[CH:12][C:11](/[CH:14]=[CH:15]/[C:16]2[CH:21]=[CH:20][C:19]([N+:22]([O-:24])=[O:23])=[CH:18][CH:17]=2)=[CH:10][N:9]=1. The catalyst class is: 3. (3) Reactant: [NH:1]1[CH2:6][CH2:5][CH:4]([OH:7])[CH2:3][CH2:2]1.[C:8]1(=O)[CH2:11][CH2:10][CH2:9]1. Product: [CH:8]1([N:1]2[CH2:6][CH2:5][CH:4]([OH:7])[CH2:3][CH2:2]2)[CH2:11][CH2:10][CH2:9]1. The catalyst class is: 1. (4) Reactant: [Cl:1][C:2]1[CH:7]=[CH:6][C:5]([Cl:8])=[CH:4][C:3]=1[OH:9].Cl[CH2:11][C:12]1([C:15]([N:17]2[C:26]3[C:21](=[CH:22][CH:23]=[CH:24][CH:25]=3)[N:20]([CH:27]3[CH2:29][CH2:28]3)[CH2:19][CH2:18]2)=[O:16])[CH2:14][CH2:13]1.C(=O)([O-])[O-].[K+].[K+]. Product: [CH:27]1([N:20]2[C:21]3[C:26](=[CH:25][CH:24]=[CH:23][CH:22]=3)[N:17]([C:15]([C:12]3([CH2:11][O:9][C:3]4[CH:4]=[C:5]([Cl:8])[CH:6]=[CH:7][C:2]=4[Cl:1])[CH2:14][CH2:13]3)=[O:16])[CH2:18][CH2:19]2)[CH2:28][CH2:29]1. The catalyst class is: 9. (5) Reactant: [CH2:1]([N:3]([CH2:11][C:12]1[CH:13]=[N:14][CH:15]=[C:16]([C:19]2[CH:20]=[C:21]3[C:25](=[CH:26][CH:27]=2)[N:24]([CH:28]2[CH2:33][CH2:32][CH2:31][CH2:30][O:29]2)[N:23]=[C:22]3[C:34]2[NH:35][C:36]([C:39]([NH:41][CH2:42]C3C=NC=CC=3)=[O:40])=[CH:37][N:38]=2)[C:17]=1[CH3:18])[C:4](=[O:10])[O:5][C:6]([CH3:9])([CH3:8])[CH3:7])[CH3:2].C(OC(N(CC1C(C)=C(C2C=C3C(=CC=2)N(C2CCCCO2)N=C3C2NC(C(O)=O)=CN=2)C=NC=1)CC)=O)(C)(C)C.C(N(C(C)C)CC)(C)C.[OH:99][C:100]1([C:106]2[CH:111]=[CH:110][CH:109]=[CH:108][CH:107]=2)[CH2:105]CN[CH2:102][CH2:101]1.CN(C(ON1N=NC2C=CC=NC1=2)=[N+](C)C)C.F[P-](F)(F)(F)(F)F. Product: [CH2:1]([N:3]([CH2:11][C:12]1[CH:13]=[N:14][CH:15]=[C:16]([C:19]2[CH:20]=[C:21]3[C:25](=[CH:26][CH:27]=2)[N:24]([CH:28]2[CH2:33][CH2:32][CH2:31][CH2:30][O:29]2)[N:23]=[C:22]3[C:34]2[NH:35][C:36]([C:39]([N:41]3[CH2:102][CH2:101][C:100]([OH:99])([C:106]4[CH:111]=[CH:110][CH:109]=[CH:108][CH:107]=4)[CH2:105][CH2:42]3)=[O:40])=[CH:37][N:38]=2)[C:17]=1[CH3:18])[C:4](=[O:10])[O:5][C:6]([CH3:9])([CH3:8])[CH3:7])[CH3:2]. The catalyst class is: 2.